This data is from Reaction yield outcomes from USPTO patents with 853,638 reactions. The task is: Predict the reaction yield, written as a fraction of the theoretical maximum amount of product (1.0 means a 100% yield; for example, 0.34 means a 34% yield). (1) The product is [NH2:19][C:20]1[N:21]=[C:22]([Cl:27])[CH:23]=[C:24]([C:6]2[O:7][CH:8]=[CH:9][CH:10]=2)[N:25]=1. The reactants are C([Sn](CCCC)(CCCC)[C:6]1[O:7][CH:8]=[CH:9][CH:10]=1)CCC.[NH2:19][C:20]1[N:25]=[C:24](Cl)[CH:23]=[C:22]([Cl:27])[N:21]=1. The catalyst is CN(C=O)C.Cl[Pd](Cl)([P](C1C=CC=CC=1)(C1C=CC=CC=1)C1C=CC=CC=1)[P](C1C=CC=CC=1)(C1C=CC=CC=1)C1C=CC=CC=1. The yield is 0.570. (2) The reactants are Br[C:2]1[CH:7]=[CH:6][C:5]([OH:8])=[C:4]([C:9]([CH3:12])([CH3:11])[CH3:10])[CH:3]=1.[B:13]1([B:13]2[O:17][C:16]([CH3:19])([CH3:18])[C:15]([CH3:21])([CH3:20])[O:14]2)[O:17][C:16]([CH3:19])([CH3:18])[C:15]([CH3:21])([CH3:20])[O:14]1.CC([O-])=O.[K+]. The catalyst is O1CCOCC1.C1C=CC(P(C2C=CC=CC=2)[C-]2C=CC=C2)=CC=1.C1C=CC(P(C2C=CC=CC=2)[C-]2C=CC=C2)=CC=1.Cl[Pd]Cl.[Fe+2]. The product is [C:9]([C:4]1[CH:3]=[C:2]([B:13]2[O:17][C:16]([CH3:19])([CH3:18])[C:15]([CH3:21])([CH3:20])[O:14]2)[CH:7]=[CH:6][C:5]=1[OH:8])([CH3:12])([CH3:11])[CH3:10]. The yield is 0.560. (3) The reactants are [CH3:1][O:2][C:3](=[O:20])[C:4]1[C:9]([OH:10])=[C:8]([O:11][CH2:12][C:13]2[CH:18]=[CH:17][CH:16]=[CH:15][CH:14]=2)[C:7]([CH3:19])=[N:6][CH:5]=1.[C:21](OC(=O)C)(=[O:23])[CH3:22]. No catalyst specified. The product is [CH3:1][O:2][C:3](=[O:20])[C:4]1[C:9]([O:10][C:21](=[O:23])[CH3:22])=[C:8]([O:11][CH2:12][C:13]2[CH:18]=[CH:17][CH:16]=[CH:15][CH:14]=2)[C:7]([CH3:19])=[N:6][CH:5]=1. The yield is 0.900. (4) The reactants are [Cl:1][C:2]1[CH:7]=[CH:6][C:5]([NH:8][C:9]([CH:11]2[CH2:16][N:15]([C:17](=[O:29])[C:18]3[CH:23]=[CH:22][CH:21]=[C:20]([C:24]4[O:25][CH:26]=[CH:27][CH:28]=4)[CH:19]=3)[CH2:14][CH2:13][N:12]2C(OCC2C=CC=CC=2)=O)=[O:10])=[CH:4][CH:3]=1. The catalyst is CO.[Pd]. The product is [Cl:1][C:2]1[CH:7]=[CH:6][C:5]([NH:8][C:9]([CH:11]2[CH2:16][N:15]([C:17](=[O:29])[C:18]3[CH:23]=[CH:22][CH:21]=[C:20]([C:24]4[O:25][CH:26]=[CH:27][CH:28]=4)[CH:19]=3)[CH2:14][CH2:13][NH:12]2)=[O:10])=[CH:4][CH:3]=1. The yield is 0.730. (5) The reactants are [NH:1]1[CH2:6][CH2:5][CH:4]([CH:7]2[O:20][CH2:19][C:18]3[C:17]4[CH:16]=[CH:15][CH:14]=[CH:13][C:12]=4[C:11](=[O:21])[NH:10][C:9]=3[CH2:8]2)[CH2:3][CH2:2]1.CCN(C(C)C)C(C)C.Cl[C:32]([O:34][CH:35]([CH3:37])[CH3:36])=[O:33]. The catalyst is CN(C=O)C. The product is [CH:35]([O:34][C:32]([N:1]1[CH2:2][CH2:3][CH:4]([CH:7]2[O:20][CH2:19][C:18]3[C:17]4[C:12](=[CH:13][CH:14]=[CH:15][CH:16]=4)[C:11](=[O:21])[NH:10][C:9]=3[CH2:8]2)[CH2:5][CH2:6]1)=[O:33])([CH3:37])[CH3:36]. The yield is 0.350. (6) The reactants are [NH2:1][C:2]1[CH:3]=[CH:4][C:5]([Cl:19])=[C:6]2[C:10]=1[N:9]([CH2:11][O:12][CH3:13])[C:8]([C:14]([O:16][CH2:17][CH3:18])=[O:15])=[CH:7]2.[S:20]1[CH:24]=[CH:23][CH:22]=[C:21]1[S:25](Cl)(=[O:27])=[O:26]. The catalyst is N1C=CC=CC=1. The product is [Cl:19][C:5]1[CH:4]=[CH:3][C:2]([NH:1][S:25]([C:21]2[S:20][CH:24]=[CH:23][CH:22]=2)(=[O:27])=[O:26])=[C:10]2[C:6]=1[CH:7]=[C:8]([C:14]([O:16][CH2:17][CH3:18])=[O:15])[N:9]2[CH2:11][O:12][CH3:13]. The yield is 0.830. (7) The reactants are [Cl:1][C:2]1[CH:3]=[CH:4][C:5]([C:24](OC)=[O:25])=[C:6]2[C:10]=1[N:9]=[C:8]1[N:11]([C:15]3[CH:20]=[CH:19][C:18]([O:21][CH3:22])=[CH:17][C:16]=3[CH3:23])[CH2:12][CH2:13][CH2:14][N:7]21.[CH:28]1([Mg]Br)[CH2:30][CH2:29]1.O1[CH2:37][CH2:36][CH2:35]C1. No catalyst specified. The product is [Cl:1][C:2]1[C:10]2[N:9]=[C:8]3[N:11]([C:15]4[CH:20]=[CH:19][C:18]([O:21][CH3:22])=[CH:17][C:16]=4[CH3:23])[CH2:12][CH2:13][CH2:14][N:7]3[C:6]=2[C:5]([C:24]([CH:35]2[CH2:36][CH2:37]2)([CH:28]2[CH2:30][CH2:29]2)[OH:25])=[CH:4][CH:3]=1. The yield is 0.440.